From a dataset of Forward reaction prediction with 1.9M reactions from USPTO patents (1976-2016). Predict the product of the given reaction. (1) The product is: [C:16]([O:20][C:21]([N:23]1[CH2:27][CH2:26][CH:25]([NH:28][C:29](=[O:32])[CH2:30][O:9][C:4]2[CH:5]=[CH:6][C:7]([F:8])=[C:2]([F:1])[CH:3]=2)[CH2:24]1)=[O:22])([CH3:19])([CH3:17])[CH3:18]. Given the reactants [F:1][C:2]1[CH:3]=[C:4]([OH:9])[CH:5]=[CH:6][C:7]=1[F:8].CC([O-])(C)C.[K+].[C:16]([O:20][C:21]([N:23]1[CH2:27][CH2:26][CH:25]([NH:28][C:29](=[O:32])[CH2:30]Cl)[CH2:24]1)=[O:22])([CH3:19])([CH3:18])[CH3:17].O, predict the reaction product. (2) Given the reactants C([O:4][CH2:5][C@@H:6]1[CH2:8][C@H:7]1[C:9]#[C:10][C:11]#[C:12][C:13]1[CH:22]=[CH:21][C:16]([C:17]([O:19]C)=[O:18])=[CH:15][CH:14]=1)(=O)C.[OH-].[Na+], predict the reaction product. The product is: [OH:4][CH2:5][C@@H:6]1[CH2:8][C@H:7]1[C:9]#[C:10][C:11]#[C:12][C:13]1[CH:14]=[CH:15][C:16]([C:17]([OH:19])=[O:18])=[CH:21][CH:22]=1. (3) The product is: [C:10]1([S:16]([C:2]2[CH:9]=[CH:8][C:5]([CH:6]=[O:7])=[CH:4][CH:3]=2)(=[O:18])=[O:17])[CH:15]=[CH:14][CH:13]=[CH:12][CH:11]=1. Given the reactants Cl[C:2]1[CH:9]=[CH:8][C:5]([CH:6]=[O:7])=[CH:4][CH:3]=1.[C:10]1([S:16]([O-:18])=[O:17])[CH:15]=[CH:14][CH:13]=[CH:12][CH:11]=1.[Na+], predict the reaction product. (4) Given the reactants Br[C:2]1[C:3](N2CCC[C@@H](NC(OC(C)(C)C)=O)C2)=[C:4]2[C:10]([N+:11]([O-])=O)=[CH:9][NH:8][C:5]2=[N:6][CH:7]=1.[O:28]1[CH2:32][CH2:31][CH2:30][CH2:29]1.S(=O)(=O)(O)O.N1CCNCC1, predict the reaction product. The product is: [CH:31]1([C:32]([NH:11][C:10]2[C:4]3[C:5](=[N:6][CH:7]=[CH:2][CH:3]=3)[NH:8][CH:9]=2)=[O:28])[CH2:29][CH2:30]1. (5) Given the reactants [CH:1]([N:4]1[C:8]([C:9]2[S:10][C:11]3[CH2:12][CH2:13][O:14][C:15]4[CH:22]=[C:21]([CH:23]5[CH2:26][N:25]([CH2:27][CH2:28][O:29]C6CCCCO6)[CH2:24]5)[CH:20]=[CH:19][C:16]=4[C:17]=3[N:18]=2)=[N:7][CH:6]=[N:5]1)([CH3:3])[CH3:2], predict the reaction product. The product is: [CH:1]([N:4]1[C:8]([C:9]2[S:10][C:11]3[CH2:12][CH2:13][O:14][C:15]4[CH:22]=[C:21]([CH:23]5[CH2:24][N:25]([CH2:27][CH2:28][OH:29])[CH2:26]5)[CH:20]=[CH:19][C:16]=4[C:17]=3[N:18]=2)=[N:7][CH:6]=[N:5]1)([CH3:3])[CH3:2]. (6) Given the reactants [F:1][C:2]1([F:29])[CH2:7][CH2:6][N:5]([C:8]([C:10]2[NH:28][C:13]3=[N:14][CH:15]=[C:16]([O:18][CH:19]4[CH2:24][CH2:23][N:22]([CH:25]([CH3:27])[CH3:26])[CH2:21][CH2:20]4)[CH:17]=[C:12]3[CH:11]=2)=[O:9])[CH2:4][CH2:3]1.[H-].[Na+].Br[CH2:33][CH2:34][O:35][Si:36]([C:39]([CH3:42])([CH3:41])[CH3:40])([CH3:38])[CH3:37], predict the reaction product. The product is: [C:39]([Si:36]([CH3:38])([CH3:37])[O:35][CH2:34][CH2:33][N:28]1[C:13]2=[N:14][CH:15]=[C:16]([O:18][CH:19]3[CH2:20][CH2:21][N:22]([CH:25]([CH3:27])[CH3:26])[CH2:23][CH2:24]3)[CH:17]=[C:12]2[CH:11]=[C:10]1[C:8]([N:5]1[CH2:6][CH2:7][C:2]([F:1])([F:29])[CH2:3][CH2:4]1)=[O:9])([CH3:42])([CH3:41])[CH3:40]. (7) The product is: [CH2:3]([O:7][C:9]1[N:10]=[CH:11][N:12]=[C:13]([O:15][CH:16]2[CH2:22][CH2:21][CH2:20][CH2:19][CH2:18][CH2:17]2)[CH:14]=1)[C:4]#[C:5][CH3:6]. Given the reactants [H-].[Na+].[CH2:3]([OH:7])[C:4]#[C:5][CH3:6].Cl[C:9]1[CH:14]=[C:13]([O:15][CH:16]2[CH2:22][CH2:21][CH2:20][CH2:19][CH2:18][CH2:17]2)[N:12]=[CH:11][N:10]=1.[Cl-].[NH4+], predict the reaction product.